This data is from Reaction yield outcomes from USPTO patents with 853,638 reactions. The task is: Predict the reaction yield, written as a fraction of the theoretical maximum amount of product (1.0 means a 100% yield; for example, 0.34 means a 34% yield). The reactants are [CH3:1][C:2]([CH3:22])([CH3:21])[CH2:3][N:4]([CH2:13][C:14]1[CH:19]=[CH:18][C:17](I)=[CH:16][CH:15]=1)[C:5]1[CH:10]=[CH:9][N:8]=[C:7]([C:11]#[N:12])[N:6]=1.[CH:23]([CH:25]=[CH2:26])=[O:24].C(N(CC)CC)C.O. The catalyst is C(#N)C.CC([O-])=O.CC([O-])=O.[Pd+2]. The product is [CH3:1][C:2]([CH3:22])([CH3:21])[CH2:3][N:4]([CH2:13][C:14]1[CH:19]=[CH:18][C:17](/[CH:26]=[CH:25]/[CH:23]=[O:24])=[CH:16][CH:15]=1)[C:5]1[CH:10]=[CH:9][N:8]=[C:7]([C:11]#[N:12])[N:6]=1. The yield is 0.390.